Dataset: Forward reaction prediction with 1.9M reactions from USPTO patents (1976-2016). Task: Predict the product of the given reaction. (1) The product is: [F:16][CH:17]([F:21])[C:18](=[O:19])[C:8](=[CH:7][N:1]1[CH2:6][CH2:5][CH2:4][CH2:3][CH2:2]1)[C:9]([O:11][CH2:12][CH3:13])=[O:10]. Given the reactants [N:1]1([CH:7]=[CH:8][C:9]([O:11][CH2:12][CH3:13])=[O:10])[CH2:6][CH2:5][CH2:4][CH2:3][CH2:2]1.[F-].[K+].[F:16][CH:17]([F:21])[C:18](F)=[O:19], predict the reaction product. (2) Given the reactants [F-].C([N+](CCCC)(CCCC)CCCC)CCC.[Br:19][C:20]1[C:21]([F:39])=[C:22]2[CH:28]=[CH:27][N:26]([Si](C(C)C)(C(C)C)C(C)C)[C:23]2=[N:24][CH:25]=1, predict the reaction product. The product is: [Br:19][C:20]1[C:21]([F:39])=[C:22]2[CH:28]=[CH:27][NH:26][C:23]2=[N:24][CH:25]=1. (3) Given the reactants [Li]CCCC.[Br:6][C:7]1[CH:12]=[C:11]([F:13])[C:10](Br)=[CH:9][C:8]=1[CH3:15].CN([CH:19]=[O:20])C.C(O)(=O)CC(CC(O)=O)(C(O)=O)O, predict the reaction product. The product is: [Br:6][C:7]1[C:8]([CH3:15])=[CH:9][C:10]([CH:19]=[O:20])=[C:11]([F:13])[CH:12]=1. (4) The product is: [OH:38][CH2:37][CH2:36][O:1][C:2]1[CH:3]=[C:4]([C:11]2[C:12](=[O:28])[N:13]([CH3:27])[C:14](=[O:26])[C:15]=2[C:16]2[C:24]3[C:19](=[CH:20][CH:21]=[CH:22][CH:23]=3)[N:18]([CH3:25])[CH:17]=2)[C:5]2[O:9][CH:8]=[CH:7][C:6]=2[CH:10]=1. Given the reactants [OH:1][C:2]1[CH:3]=[C:4]([C:11]2[C:12](=[O:28])[N:13]([CH3:27])[C:14](=[O:26])[C:15]=2[C:16]2[C:24]3[C:19](=[CH:20][CH:21]=[CH:22][CH:23]=3)[N:18]([CH3:25])[CH:17]=2)[C:5]2[O:9][CH:8]=[CH:7][C:6]=2[CH:10]=1.C(=O)([O-])[O-].[K+].[K+].Br[CH2:36][CH2:37][O:38]C1CCCCO1, predict the reaction product. (5) Given the reactants [F:1][CH:2]([F:35])[C:3]1[N:7]([C:8]2[N:13]=[C:12]([N:14]3[CH2:19][CH2:18][O:17][CH2:16][CH2:15]3)[N:11]=[C:10]([N:20]3[CH2:23][CH:22]([NH:24][S:25]([CH3:28])(=[O:27])=[O:26])[CH2:21]3)[N:9]=2)[C:6]2[CH:29]=[CH:30][CH:31]=[C:32]([O:33][CH3:34])[C:5]=2[N:4]=1.[C:36]([O-])([O-])=O.[K+].[K+].IC, predict the reaction product. The product is: [F:35][CH:2]([F:1])[C:3]1[N:7]([C:8]2[N:13]=[C:12]([N:14]3[CH2:15][CH2:16][O:17][CH2:18][CH2:19]3)[N:11]=[C:10]([N:20]3[CH2:21][CH:22]([N:24]([CH3:36])[S:25]([CH3:28])(=[O:27])=[O:26])[CH2:23]3)[N:9]=2)[C:6]2[CH:29]=[CH:30][CH:31]=[C:32]([O:33][CH3:34])[C:5]=2[N:4]=1. (6) Given the reactants [Cl:1][C:2]1[CH:3]=[CH:4][C:5]([CH2:12][CH3:13])=[C:6]([CH:11]=1)[C:7]([O:9][CH3:10])=[O:8].OS(O)(=O)=O.[N+:19]([O-])([OH:21])=[O:20].O=S(Cl)Cl, predict the reaction product. The product is: [Cl:1][C:2]1[CH:3]=[C:4]([N+:19]([O-:21])=[O:20])[C:5]([CH2:12][CH3:13])=[C:6]([CH:11]=1)[C:7]([O:9][CH3:10])=[O:8]. (7) Given the reactants C1(P(C2CCCCC2)C2CCCCC2)CCCCC1.[F:20][C:21]1[CH:30]=[C:29](B2OC(C)(C)C(C)(C)O2)[CH:28]=[C:27]2[C:22]=1[N:23]=[CH:24][CH:25]=[N:26]2.[CH3:40][O:41][C:42](=[O:65])[C:43]1[CH:48]=[CH:47][CH:46]=[CH:45][C:44]=1[NH:49][C:50]1[N:54]([C:55]2[CH:60]=[C:59]([F:61])[CH:58]=[CH:57][C:56]=2[F:62])[N:53]=[C:52]([CH3:63])[C:51]=1Br.P([O-])([O-])([O-])=O.[K+].[K+].[K+], predict the reaction product. The product is: [CH3:40][O:41][C:42](=[O:65])[C:43]1[CH:48]=[CH:47][CH:46]=[CH:45][C:44]=1[NH:49][C:50]1[N:54]([C:55]2[CH:60]=[C:59]([F:61])[CH:58]=[CH:57][C:56]=2[F:62])[N:53]=[C:52]([CH3:63])[C:51]=1[C:29]1[CH:28]=[C:27]2[C:22](=[C:21]([F:20])[CH:30]=1)[N:23]=[CH:24][CH:25]=[N:26]2.